This data is from Full USPTO retrosynthesis dataset with 1.9M reactions from patents (1976-2016). The task is: Predict the reactants needed to synthesize the given product. (1) Given the product [CH3:12][O:11][C:9](=[O:10])[CH2:8][C:5]1[CH:6]=[CH:7][C:2]([O:1][CH2:23][C:24]([O:26][CH2:27][CH3:28])=[O:25])=[C:3]([N+:13]([O-:15])=[O:14])[CH:4]=1, predict the reactants needed to synthesize it. The reactants are: [OH:1][C:2]1[CH:7]=[CH:6][C:5]([CH2:8][C:9]([O:11][CH3:12])=[O:10])=[CH:4][C:3]=1[N+:13]([O-:15])=[O:14].C([O-])([O-])=O.[Cs+].[Cs+].Br[CH2:23][C:24]([O:26][CH2:27][CH3:28])=[O:25]. (2) Given the product [O:1]=[C:2]1[CH2:3][CH:4]([NH:11][C:14](=[O:23])[O:37][C:33]([CH3:36])([CH3:35])[CH3:34])[CH2:5]1, predict the reactants needed to synthesize it. The reactants are: [O:1]=[C:2]1[CH2:5][CH:4](C(O)=O)[CH2:3]1.C([N:11]([CH2:14]C)CC)C.C1(P(N=[N+]=[N-])(C2C=CC=CC=2)=[O:23])C=CC=CC=1.[C:33]([OH:37])([CH3:36])([CH3:35])[CH3:34]. (3) Given the product [F:38][C:21]([F:20])([F:39])[C:22]([NH:24][CH2:25][C:26]1[N:31]=[C:30]([CH:32]2[CH2:33][CH2:34][N:35]([C:15]([C:7]3[C:6]4[C:10](=[C:2]([CH3:1])[CH:3]=[CH:4][CH:5]=4)[N:9]([CH2:11][CH2:12][O:13][CH3:14])[CH:8]=3)=[O:17])[CH2:36][CH2:37]2)[CH:29]=[CH:28][CH:27]=1)=[O:23], predict the reactants needed to synthesize it. The reactants are: [CH3:1][C:2]1[CH:3]=[CH:4][CH:5]=[C:6]2[C:10]=1[N:9]([CH2:11][CH2:12][O:13][CH3:14])[CH:8]=[C:7]2[C:15]([OH:17])=O.Cl.Cl.[F:20][C:21]([F:39])([F:38])[C:22]([NH:24][CH2:25][C:26]1[N:31]=[C:30]([CH:32]2[CH2:37][CH2:36][NH:35][CH2:34][CH2:33]2)[CH:29]=[CH:28][CH:27]=1)=[O:23]. (4) Given the product [Cl:1][C:2]1[CH:3]=[CH:4][C:5]([S:8][C:9]2[C:10]([C:14]3[CH:19]=[CH:18][C:17]([I:20])=[CH:16][CH:15]=3)=[N:11][N:12]([C:22]3[CH:27]=[CH:26][CH:25]=[CH:24][CH:23]=3)[CH:13]=2)=[CH:6][CH:7]=1, predict the reactants needed to synthesize it. The reactants are: [Cl:1][C:2]1[CH:7]=[CH:6][C:5]([S:8][C:9]2[C:10]([C:14]3[CH:19]=[CH:18][C:17]([I:20])=[CH:16][CH:15]=3)=[N:11][NH:12][CH:13]=2)=[CH:4][CH:3]=1.I[C:22]1[CH:27]=[CH:26][CH:25]=[CH:24][CH:23]=1. (5) The reactants are: [CH2:1]([O:3][C:4](=[O:18])[C:5]1[CH:10]=[CH:9][C:8](/[CH:11]=[CH:12]/[C:13]2[O:14][CH:15]=[CH:16][CH:17]=2)=[CH:7][CH:6]=1)[CH3:2]. Given the product [CH2:1]([O:3][C:4](=[O:18])[C:5]1[CH:10]=[CH:9][C:8]([CH2:11][CH2:12][CH:13]2[CH2:17][CH2:16][CH2:15][O:14]2)=[CH:7][CH:6]=1)[CH3:2], predict the reactants needed to synthesize it. (6) The reactants are: [Br:1][C:2]1[CH:8]=[CH:7][C:5]([NH2:6])=[C:4]([CH3:9])[CH:3]=1.[N:10]([O-])=O.[Na+].[ClH:14]. Given the product [ClH:14].[Br:1][C:2]1[CH:8]=[CH:7][C:5]([NH:6][NH2:10])=[C:4]([CH3:9])[CH:3]=1, predict the reactants needed to synthesize it.